This data is from Reaction yield outcomes from USPTO patents with 853,638 reactions. The task is: Predict the reaction yield, written as a fraction of the theoretical maximum amount of product (1.0 means a 100% yield; for example, 0.34 means a 34% yield). The reactants are [CH:1]([NH:4][C:5]1[C:10]([C:11]([O:13]CC)=[O:12])=[CH:9][N:8]=[C:7]([S:16][CH3:17])[N:6]=1)([CH3:3])[CH3:2].[OH-].[Na+]. The catalyst is C(O)C. The product is [CH:1]([NH:4][C:5]1[C:10]([C:11]([OH:13])=[O:12])=[CH:9][N:8]=[C:7]([S:16][CH3:17])[N:6]=1)([CH3:3])[CH3:2]. The yield is 0.965.